This data is from Reaction yield outcomes from USPTO patents with 853,638 reactions. The task is: Predict the reaction yield, written as a fraction of the theoretical maximum amount of product (1.0 means a 100% yield; for example, 0.34 means a 34% yield). The reactants are [NH:1]1[C:9]2[C:4](=[CH:5][C:6]([C:10]([OH:12])=[O:11])=[CH:7][CH:8]=2)[CH:3]=[N:2]1.[Cl:13]N1C(=O)CCC1=O.S([O-])([O-])(=O)=S.[Na+].[Na+].Cl. The catalyst is CC#N.O. The product is [Cl:13][C:3]1[C:4]2[C:9](=[CH:8][CH:7]=[C:6]([C:10]([OH:12])=[O:11])[CH:5]=2)[NH:1][N:2]=1. The yield is 0.840.